Dataset: Reaction yield outcomes from USPTO patents with 853,638 reactions. Task: Predict the reaction yield, written as a fraction of the theoretical maximum amount of product (1.0 means a 100% yield; for example, 0.34 means a 34% yield). (1) The reactants are C([O:5][C:6](=[O:26])[CH2:7][C:8]1([CH2:17][NH:18]C(OC(C)(C)C)=O)[CH2:14][CH:13]2[CH:9]1[CH:10]=[C:11]([CH2:15][CH3:16])[CH2:12]2)(C)(C)C.C1(SC)C=CC=CC=1.O.[C:36]1([CH3:46])[CH:41]=[CH:40][C:39]([S:42]([OH:45])(=[O:44])=[O:43])=[CH:38][CH:37]=1. The catalyst is C1C=CC=CC=1. The product is [C:36]1([CH3:46])[CH:37]=[CH:38][C:39]([S:42]([OH:45])(=[O:43])=[O:44])=[CH:40][CH:41]=1.[NH2:18][CH2:17][C:8]1([CH2:7][C:6]([OH:26])=[O:5])[CH2:14][CH:13]2[CH:9]1[CH:10]=[C:11]([CH2:15][CH3:16])[CH2:12]2. The yield is 0.590. (2) The product is [CH2:10]([O:17][C:18]1[CH:23]=[CH:22][N:21]([C:24]2[CH:32]=[C:31]3[C:27]([C:28]4[CH2:37][CH2:36][N:35]([CH2:3][CH2:4][N:5]5[CH2:9][CH2:8][CH2:7][CH2:6]5)[CH2:34][C:29]=4[N:30]3[CH3:33])=[CH:26][CH:25]=2)[C:20](=[O:38])[CH:19]=1)[C:11]1[CH:12]=[CH:13][CH:14]=[CH:15][CH:16]=1. The catalyst is CCO. The yield is 0.0700. The reactants are Cl.Cl[CH2:3][CH2:4][N:5]1[CH2:9][CH2:8][CH2:7][CH2:6]1.[CH2:10]([O:17][C:18]1[CH:23]=[CH:22][N:21]([C:24]2[CH:32]=[C:31]3[C:27]([C:28]4[CH2:37][CH2:36][NH:35][CH2:34][C:29]=4[N:30]3[CH3:33])=[CH:26][CH:25]=2)[C:20](=[O:38])[CH:19]=1)[C:11]1[CH:16]=[CH:15][CH:14]=[CH:13][CH:12]=1.C(N(C(C)C)CC)(C)C. (3) The reactants are CC1(C)C(C)(C)OB([C:9]2[CH:14]=[CH:13][C:12]([C:15]3[C:16]([OH:21])=[CH:17][CH:18]=[CH:19][CH:20]=3)=[CH:11][CH:10]=2)O1.Br[C:24]1[CH:25]=[C:26]2[C:30](=[CH:31][C:32]=1[Cl:33])[NH:29][CH:28]=[C:27]2[C:34]([O:36][CH3:37])=[O:35].C(=O)([O-])[O-].[K+].[K+].S([O-])(O)(=O)=O.[Na+]. The catalyst is C(OCC)(=O)C.C1C=CC(P(C2C=CC=CC=2)[C-]2C=CC=C2)=CC=1.C1C=CC(P(C2C=CC=CC=2)[C-]2C=CC=C2)=CC=1.Cl[Pd]Cl.[Fe+2].CCO.C1COCC1.C1(C)C=CC=CC=1. The product is [Cl:33][C:32]1[CH:31]=[C:30]2[C:26]([C:27]([C:34]([O:36][CH3:37])=[O:35])=[CH:28][NH:29]2)=[CH:25][C:24]=1[C:9]1[CH:10]=[CH:11][C:12]([C:15]2[CH:20]=[CH:19][CH:18]=[CH:17][C:16]=2[OH:21])=[CH:13][CH:14]=1. The yield is 0.730. (4) The reactants are [C:1]([C:3]1[CH:17]=[C:16]([I:18])[C:6]2[N:7]([C:10]3[CH:15]=[CH:14][CH:13]=[CH:12][CH:11]=3)[CH:8]=[N:9][C:5]=2[CH:4]=1)#N.CC1C=C([N+]([O-])=O)C(O)=C([N+]([O-])=O)C=1. No catalyst specified. The product is [I:18][C:16]1[C:6]2[N:7]([C:10]3[CH:15]=[CH:14][CH:13]=[CH:12][CH:11]=3)[CH:8]=[N:9][C:5]=2[CH:4]=[C:3]([CH3:1])[CH:17]=1. The yield is 0.160. (5) The reactants are [Br:1][C:2]1[CH:3]=[CH:4][C:5]([OH:11])=[C:6]([C:8](=[O:10])[CH3:9])[CH:7]=1.[C:12]([CH:16]1[CH2:20][CH2:19][C:18](=O)[CH2:17]1)([CH3:15])([CH3:14])[CH3:13].N1CCCC1. The catalyst is CO. The product is [Br:1][C:2]1[CH:7]=[C:6]2[C:5](=[CH:4][CH:3]=1)[O:11][C:18]1([CH2:19][CH2:20][CH:16]([C:12]([CH3:15])([CH3:14])[CH3:13])[CH2:17]1)[CH2:9][C:8]2=[O:10]. The yield is 0.890. (6) The reactants are [Br:1][C:2]1[CH:7]=[CH:6][C:5]([C:8](=[O:10])[CH3:9])=[C:4]([F:11])[CH:3]=1. The catalyst is C(Cl)Cl. The product is [Br:1][C:2]1[CH:7]=[CH:6][C:5]([C@H:8]([OH:10])[CH3:9])=[C:4]([F:11])[CH:3]=1. The yield is 0.900.